The task is: Predict which catalyst facilitates the given reaction.. This data is from Catalyst prediction with 721,799 reactions and 888 catalyst types from USPTO. (1) Reactant: C(=O)([O-])[O-].[K+].[K+].[OH:7][C:8]1[CH:9]=[C:10]([CH:22]=[CH:23][CH:24]=1)[O:11][C:12]1[CH:13]=[C:14]([C:20]#[N:21])[CH:15]=[C:16]([CH:19]=1)[C:17]#[N:18].CN1C([O:31][S:32]([C:35]([F:38])([F:37])[F:36])(=O)=[O:33])=CC(C(F)(F)F)=N1. Product: [F:36][C:35]([F:38])([F:37])[S:32]([O:7][C:8]1[CH:9]=[C:10]([CH:22]=[CH:23][CH:24]=1)[O:11][C:12]1[CH:19]=[C:16]([C:17]#[N:18])[CH:15]=[C:14]([CH:13]=1)[C:20]#[N:21])(=[O:33])=[O:31]. The catalyst class is: 35. (2) Reactant: [CH3:1][C:2]1[O:6][C:5]([C:7]2[CH:8]=[C:9]([CH3:13])[CH:10]=[CH:11][CH:12]=2)=[N:4][C:3]=1[CH2:14][O:15][CH2:16][CH:17]1[CH2:22][CH2:21][CH2:20][CH:19]([NH2:23])[CH2:18]1.C(N(CC)CC)C.[C@@H:31]12[C:38](=[O:39])[O:37][C:35](=[O:36])[C@@H:32]1[CH2:33][CH2:34]2. Product: [CH3:1][C:2]1[O:6][C:5]([C:7]2[CH:8]=[C:9]([CH3:13])[CH:10]=[CH:11][CH:12]=2)=[N:4][C:3]=1[CH2:14][O:15][CH2:16][CH:17]1[CH2:22][CH2:21][CH2:20][CH:19]([NH:23][C:38]([CH:31]2[CH2:34][CH2:33][CH:32]2[C:35]([OH:37])=[O:36])=[O:39])[CH2:18]1. The catalyst class is: 3. (3) Reactant: [CH2:1]([N:8]([CH2:20][C:21]1[CH:26]=[CH:25][CH:24]=[CH:23][CH:22]=1)[S:9]([C:12]1[CH:17]=[CH:16][C:15]([C:18]#[N:19])=[CH:14][CH:13]=1)(=[O:11])=[O:10])[C:2]1[CH:7]=[CH:6][CH:5]=[CH:4][CH:3]=1.[OH-].[NH4+]. Product: [NH2:19][CH2:18][C:15]1[CH:14]=[CH:13][C:12]([S:9]([N:8]([CH2:1][C:2]2[CH:3]=[CH:4][CH:5]=[CH:6][CH:7]=2)[CH2:20][C:21]2[CH:26]=[CH:25][CH:24]=[CH:23][CH:22]=2)(=[O:11])=[O:10])=[CH:17][CH:16]=1. The catalyst class is: 94.